From a dataset of Orexin1 receptor HTS with 218,158 compounds and 233 confirmed actives. Binary Classification. Given a drug SMILES string, predict its activity (active/inactive) in a high-throughput screening assay against a specified biological target. (1) The result is 0 (inactive). The compound is Clc1cc(NC(=O)CSc2nc(=O)n(c3CCCCc23)CCN(C)C)c(OC)cc1. (2) The drug is s1c2c(nc1NC(=O)CSc1n(nnn1)C)c(F)c(F)c(F)c2. The result is 0 (inactive).